Dataset: Full USPTO retrosynthesis dataset with 1.9M reactions from patents (1976-2016). Task: Predict the reactants needed to synthesize the given product. (1) Given the product [C:1]([O:5][C@@H:6]([C:11]1[C:38]([CH3:39])=[CH:37][C:14]2[N:15]=[C:16]([C:18]3[CH:23]=[CH:22][CH:21]=[C:20]([N:24]4[CH2:25][CH2:26][N:27]([C:30]([O:32][C:33]([CH3:36])([CH3:35])[CH3:34])=[O:31])[CH2:28][CH2:29]4)[CH:19]=3)[S:17][C:13]=2[C:12]=1[C:40]1[CH:41]=[CH:42][C:43]([Cl:46])=[CH:44][CH:45]=1)[C:7]([OH:9])=[O:8])([CH3:2])([CH3:3])[CH3:4], predict the reactants needed to synthesize it. The reactants are: [C:1]([O:5][C@@H:6]([C:11]1[C:38]([CH3:39])=[CH:37][C:14]2[N:15]=[C:16]([C:18]3[CH:19]=[C:20]([N:24]4[CH2:29][CH2:28][N:27]([C:30]([O:32][C:33]([CH3:36])([CH3:35])[CH3:34])=[O:31])[CH2:26][CH2:25]4)[CH:21]=[CH:22][CH:23]=3)[S:17][C:13]=2[C:12]=1[C:40]1[CH:45]=[CH:44][C:43]([Cl:46])=[CH:42][CH:41]=1)[C:7]([O:9]C)=[O:8])([CH3:4])([CH3:3])[CH3:2].[OH-].[Na+].[NH4+].[Cl-].CCOC(C)=O. (2) Given the product [OH:41][CH:40]([CH3:42])[C:39]([N:11]1[CH2:10][CH2:9][CH:8]([C:7]2[N:6]=[N:5][C:4]([C:14]3[CH:19]=[CH:18][CH:17]=[C:16]([C:20]([F:23])([F:21])[F:22])[CH:15]=3)=[C:3]([C:24]3[CH:29]=[CH:28][N:27]=[C:26]([NH:30][CH:31]([C:33]4[CH:38]=[CH:37][CH:36]=[CH:35][CH:34]=4)[CH3:32])[N:25]=3)[C:2]=2[CH3:1])[CH2:13][CH2:12]1)=[O:43], predict the reactants needed to synthesize it. The reactants are: [CH3:1][C:2]1[C:3]([C:24]2[CH:29]=[CH:28][N:27]=[C:26]([NH:30][CH:31]([C:33]3[CH:38]=[CH:37][CH:36]=[CH:35][CH:34]=3)[CH3:32])[N:25]=2)=[C:4]([C:14]2[CH:19]=[CH:18][CH:17]=[C:16]([C:20]([F:23])([F:22])[F:21])[CH:15]=2)[N:5]=[N:6][C:7]=1[CH:8]1[CH2:13][CH2:12][NH:11][CH2:10][CH2:9]1.[C:39](O)(=[O:43])[C@@H:40]([CH3:42])[OH:41].CCN=C=NCCCN(C)C.C1C=NC2N(O)N=NC=2C=1. (3) Given the product [CH:18]1([CH2:24][NH:25][C:15]([C:14]2[C:10]3[C:9]4[CH:8]=[CH:7][CH:6]=[CH:5][C:4]=4[NH:3][C:2](=[O:1])[C:11]=3[NH:12][CH:13]=2)=[O:17])[CH2:23][CH2:22][CH2:21][CH2:20][CH2:19]1, predict the reactants needed to synthesize it. The reactants are: [O:1]=[C:2]1[C:11]2[NH:12][CH:13]=[C:14]([C:15]([OH:17])=O)[C:10]=2[C:9]2[CH:8]=[CH:7][CH:6]=[CH:5][C:4]=2[NH:3]1.[CH:18]1([CH2:24][NH2:25])[CH2:23][CH2:22][CH2:21][CH2:20][CH2:19]1. (4) Given the product [C:5]1(=[O:6])[C:7]2=[N:11][C:10]3[CH:12]=[CH:13][CH:14]=[CH:15][C:9]=3[N:8]2[CH2:2][CH2:3][NH:4]1, predict the reactants needed to synthesize it. The reactants are: O[CH2:2][CH2:3][NH:4][C:5]([C:7]1[NH:11][C:10]2[CH:12]=[CH:13][CH:14]=[CH:15][C:9]=2[N:8]=1)=[O:6].S(Cl)(Cl)=O. (5) Given the product [CH3:1][O:2][C:3]([CH:5]1[CH2:9][N:8]([C:10]([O:12][CH2:13][C:14]2[CH:15]=[CH:16][CH:17]=[CH:18][CH:19]=2)=[O:11])[CH:7]2[CH2:20][CH2:21][N:22]([C:23](=[O:39])[CH:24]([NH2:31])[CH:25]3[CH2:30][CH2:29][CH2:28][CH2:27][CH2:26]3)[CH:6]12)=[O:4], predict the reactants needed to synthesize it. The reactants are: [CH3:1][O:2][C:3]([CH:5]1[CH2:9][N:8]([C:10]([O:12][CH2:13][C:14]2[CH:19]=[CH:18][CH:17]=[CH:16][CH:15]=2)=[O:11])[CH:7]2[CH2:20][CH2:21][N:22]([C:23](=[O:39])[CH:24]([NH:31]C(OC(C)(C)C)=O)[CH:25]3[CH2:30][CH2:29][CH2:28][CH2:27][CH2:26]3)[CH:6]12)=[O:4].C(O)(C(F)(F)F)=O. (6) Given the product [Cl:1][C:2]1[C:11]2[C:6](=[CH:7][CH:8]=[C:9]([CH:30]=[CH2:31])[CH:10]=2)[N:5]=[C:4]([N:17]2[CH2:23][C:22]3[CH:24]=[CH:25][CH:26]=[CH:27][C:21]=3[S:20](=[O:29])(=[O:28])[CH2:19][CH2:18]2)[CH:3]=1, predict the reactants needed to synthesize it. The reactants are: [Cl:1][C:2]1[C:11]2[C:6](=[CH:7][CH:8]=[C:9](OC(F)(F)F)[CH:10]=2)[N:5]=[C:4]([N:17]2[CH2:23][C:22]3[CH:24]=[CH:25][CH:26]=[CH:27][C:21]=3[S:20](=[O:29])(=[O:28])[CH2:19][CH2:18]2)[CH:3]=1.[CH2:30]([Sn](CCCC)(CCCC)C=C)[CH2:31]CC. (7) Given the product [CH3:11][O:12][C:13]1[CH:14]=[C:15]2[C:20](=[CH:21][C:22]=1[O:23][CH3:24])[N:19]=[CH:18][CH:17]=[C:16]2[O:25][C:26]1[CH:31]=[CH:30][C:29]([NH:32][C:33]([NH:10][CH2:9][CH2:8][NH:7][C:1]2[CH:6]=[CH:5][CH:4]=[CH:3][CH:2]=2)=[O:34])=[CH:28][C:27]=1[F:42], predict the reactants needed to synthesize it. The reactants are: [C:1]1([NH:7][CH2:8][CH2:9][NH2:10])[CH:6]=[CH:5][CH:4]=[CH:3][CH:2]=1.[CH3:11][O:12][C:13]1[CH:14]=[C:15]2[C:20](=[CH:21][C:22]=1[O:23][CH3:24])[N:19]=[CH:18][CH:17]=[C:16]2[O:25][C:26]1[CH:31]=[CH:30][C:29]([NH:32][C:33](=O)[O:34]C2C=CC=CC=2)=[CH:28][C:27]=1[F:42].O.C(=O)(O)[O-].[Na+]. (8) Given the product [Cl:1][C:2]1[CH:11]=[C:6]([C:7]2[CH:13]=[C:12]([C:14]3[CH:19]=[CH:18][C:17]([F:20])=[CH:16][CH:15]=3)[O:9][N:8]=2)[CH:5]=[N:4][CH:3]=1, predict the reactants needed to synthesize it. The reactants are: [Cl:1][C:2]1[CH:3]=[N:4][CH:5]=[C:6]([CH:11]=1)[C:7](Cl)=[N:8][OH:9].[C:12]([C:14]1[CH:19]=[CH:18][C:17]([F:20])=[CH:16][CH:15]=1)#[CH:13].N. (9) Given the product [O:1]=[C:2]1[N:7]([C:8]2[CH:13]=[CH:12][CH:11]=[CH:10][CH:9]=2)[N:6]=[C:5]([C:14]([NH:26][NH2:27])=[O:15])[C:4]([S:18][C:19]2[CH:24]=[CH:23][CH:22]=[CH:21][CH:20]=2)=[CH:3]1, predict the reactants needed to synthesize it. The reactants are: [O:1]=[C:2]1[N:7]([C:8]2[CH:13]=[CH:12][CH:11]=[CH:10][CH:9]=2)[N:6]=[C:5]([C:14](OC)=[O:15])[C:4]([S:18][C:19]2[CH:24]=[CH:23][CH:22]=[CH:21][CH:20]=2)=[CH:3]1.O.[NH2:26][NH2:27]. (10) Given the product [CH2:1]([C:5]1[N:6]([CH3:20])[C:7]2[C:12]([C:13]=1[C:14]([OH:19])=[O:21])=[CH:11][CH:10]=[CH:9][CH:8]=2)[CH2:2][CH2:3][CH3:4], predict the reactants needed to synthesize it. The reactants are: [CH2:1]([C:5]1[N:6]([CH3:20])[C:7]2[C:12]([C:13]=1[C:14](=[O:19])C(Cl)(Cl)Cl)=[CH:11][CH:10]=[CH:9][CH:8]=2)[CH2:2][CH2:3][CH3:4].[OH-:21].[Na+].Cl.